This data is from Reaction yield outcomes from USPTO patents with 853,638 reactions. The task is: Predict the reaction yield, written as a fraction of the theoretical maximum amount of product (1.0 means a 100% yield; for example, 0.34 means a 34% yield). (1) The reactants are [CH2:1]([O:3][C:4]1[CH:9]=[CH:8][CH:7]=[CH:6][C:5]=1[C:10]1[CH:15]=[CH:14][C:13]([NH2:16])=[CH:12][C:11]=1[N+:17]([O-:19])=[O:18])[CH3:2].[CH3:20][C:21]([O:24][C:25](O[C:25]([O:24][C:21]([CH3:23])([CH3:22])[CH3:20])=[O:26])=[O:26])([CH3:23])[CH3:22]. No catalyst specified. The product is [C:21]([O:24][C:25](=[O:26])[NH:16][C:13]1[CH:14]=[CH:15][C:10]([C:5]2[CH:6]=[CH:7][CH:8]=[CH:9][C:4]=2[O:3][CH2:1][CH3:2])=[C:11]([N+:17]([O-:19])=[O:18])[CH:12]=1)([CH3:23])([CH3:22])[CH3:20]. The yield is 0.830. (2) The reactants are [OH:1][B:2]1[C:6]2[CH:7]=[C:8]([C:11]#N)[CH:9]=[CH:10][C:5]=2[CH2:4][O:3]1.C(O)=[O:14]. The catalyst is O.[Ni]. The product is [OH:1][B:2]1[C:6]2[CH:7]=[C:8]([CH:11]=[O:14])[CH:9]=[CH:10][C:5]=2[CH2:4][O:3]1. The yield is 0.700. (3) The reactants are Cl.[F:2][C:3]([F:17])([F:16])[C:4]1[CH:5]=[C:6]([CH:10]2[CH2:15][CH2:14][CH2:13][NH:12][CH2:11]2)[CH:7]=[CH:8][CH:9]=1.C(N(C(C)C)CC)(C)C.[F:27][C:28]([F:33])([F:32])[C@@H:29]1[CH2:31][O:30]1. The catalyst is C(#N)C. The product is [F:27][C:28]([F:33])([F:32])[C@@H:29]([OH:30])[CH2:31][N:12]1[CH2:13][CH2:14][CH2:15][CH:10]([C:6]2[CH:7]=[CH:8][CH:9]=[C:4]([C:3]([F:2])([F:16])[F:17])[CH:5]=2)[CH2:11]1. The yield is 0.870. (4) The reactants are [Br:1][CH2:2][C:3]1[CH:8]=[CH:7][C:6]([S:9](Cl)(=[O:11])=[O:10])=[CH:5][CH:4]=1.Cl.[CH3:14][O:15][C:16](=[O:20])[CH2:17][NH:18][CH3:19].C1COCC1.C(N(CC)CC)C. The catalyst is CCOCC.CCOC(C)=O.Cl. The product is [CH3:14][O:15][C:16](=[O:20])[CH2:17][N:18]([S:9]([C:6]1[CH:7]=[CH:8][C:3]([CH2:2][Br:1])=[CH:4][CH:5]=1)(=[O:11])=[O:10])[CH3:19]. The yield is 0.290. (5) The reactants are [CH2:1]([O:8][C:9]([N:11]1[CH2:23][CH2:22][C:21]2[C:20]3[C:15](=[CH:16][CH:17]=[CH:18][CH:19]=3)[NH:14][C:13]=2[CH2:12]1)=[O:10])[C:2]1[CH:7]=[CH:6][CH:5]=[CH:4][CH:3]=1.[H-].[Na+].[F:26][C:27]1[CH:34]=[CH:33][C:30]([CH2:31]Br)=[CH:29][CH:28]=1.O. The catalyst is CN(C=O)C. The product is [CH2:1]([O:8][C:9]([N:11]1[CH2:23][CH2:22][C:21]2[C:20]3[C:15](=[CH:16][CH:17]=[CH:18][CH:19]=3)[N:14]([CH2:31][C:30]3[CH:33]=[CH:34][C:27]([F:26])=[CH:28][CH:29]=3)[C:13]=2[CH2:12]1)=[O:10])[C:2]1[CH:3]=[CH:4][CH:5]=[CH:6][CH:7]=1. The yield is 0.950. (6) The reactants are [Cl:1][C:2]1[N:6]([CH3:7])[CH:5]=[N:4][C:3]=1[CH2:8]O.S(Cl)([Cl:12])=O. The catalyst is ClCCl. The product is [ClH:1].[Cl:1][C:2]1[N:6]([CH3:7])[CH:5]=[N:4][C:3]=1[CH2:8][Cl:12]. The yield is 0.990. (7) The reactants are [NH2:1][CH2:2][CH2:3][P:4](=[O:7])([OH:6])[OH:5].[OH-].[Na+].Cl[C:11]([O:13][CH2:14][C:15]1[CH:20]=[CH:19][CH:18]=[CH:17][CH:16]=1)=[O:12]. No catalyst specified. The product is [C:11]([NH:1][CH2:2][CH2:3][P:4](=[O:6])([OH:5])[OH:7])([O:13][CH2:14][C:15]1[CH:20]=[CH:19][CH:18]=[CH:17][CH:16]=1)=[O:12]. The yield is 0.910. (8) The reactants are [CH2:1]([S:3]([N:6]1[CH2:11][CH2:10][CH:9]([C:12]2[C:20]3[C:15](=[C:16]([C:28]([NH2:30])=[O:29])[CH:17]=[C:18]([C:21]4[CH:25]=[C:24]([CH:26]=O)[S:23][CH:22]=4)[CH:19]=3)[NH:14][CH:13]=2)[CH2:8][CH2:7]1)(=[O:5])=[O:4])[CH3:2].[CH3:31][NH:32][CH2:33][C:34]([O:36][CH2:37][CH3:38])=[O:35].C(O[BH-](OC(=O)C)OC(=O)C)(=O)C.[Na+]. The catalyst is CS(C)=O.C(O)(=O)C. The product is [NH2:30][C:28]([C:16]1[CH:17]=[C:18]([C:21]2[CH:25]=[C:24]([CH2:26][N:32]([CH3:31])[CH2:33][C:34]([O:36][CH2:37][CH3:38])=[O:35])[S:23][CH:22]=2)[CH:19]=[C:20]2[C:15]=1[NH:14][CH:13]=[C:12]2[CH:9]1[CH2:10][CH2:11][N:6]([S:3]([CH2:1][CH3:2])(=[O:5])=[O:4])[CH2:7][CH2:8]1)=[O:29]. The yield is 0.300. (9) The reactants are Cl.[Cl:2][C:3]1[N:4]=[C:5]([C:10]([NH:12][C@H:13]2[CH2:18][CH2:17][NH:16][CH2:15][C@H:14]2[O:19][CH2:20][CH3:21])=[O:11])[NH:6][C:7]=1[CH2:8][CH3:9].[CH3:22][N:23]1[CH:28]=[CH:27][CH:26]=[CH:25][C:24]1=[O:29].C(=O)([O-])[O-].[Na+].[Na+]. The catalyst is CS(C)=O. The product is [Cl:2][C:3]1[N:4]=[C:5]([C:10]([NH:12][C@H:13]2[CH2:18][CH2:17][N:16]([C:26]3[CH:27]=[CH:28][N:23]([CH3:22])[C:24](=[O:29])[CH:25]=3)[CH2:15][C@H:14]2[O:19][CH2:20][CH3:21])=[O:11])[NH:6][C:7]=1[CH2:8][CH3:9]. The yield is 0.160. (10) The reactants are C(N(CC)CC)C.[CH:8]1([C:11]2[CH:12]=[C:13]([NH2:20])[CH:14]=[C:15]3[C:19]=2[NH:18][CH:17]=[CH:16]3)[CH2:10][CH2:9]1.[C:21](O[C:21]([O:23][C:24]([CH3:27])([CH3:26])[CH3:25])=[O:22])([O:23][C:24]([CH3:27])([CH3:26])[CH3:25])=[O:22]. The catalyst is CO. The product is [CH:8]1([C:11]2[CH:12]=[C:13]([NH:20][C:21](=[O:22])[O:23][C:24]([CH3:27])([CH3:26])[CH3:25])[CH:14]=[C:15]3[C:19]=2[NH:18][CH:17]=[CH:16]3)[CH2:10][CH2:9]1. The yield is 0.950.